Dataset: NCI-60 drug combinations with 297,098 pairs across 59 cell lines. Task: Regression. Given two drug SMILES strings and cell line genomic features, predict the synergy score measuring deviation from expected non-interaction effect. (1) Drug 1: C1CCC(CC1)NC(=O)N(CCCl)N=O. Drug 2: C1=CC(=CC=C1CC(C(=O)O)N)N(CCCl)CCCl.Cl. Cell line: NCI-H460. Synergy scores: CSS=30.0, Synergy_ZIP=7.10, Synergy_Bliss=11.2, Synergy_Loewe=2.25, Synergy_HSA=11.3. (2) Drug 1: COC1=CC(=CC(=C1O)OC)C2C3C(COC3=O)C(C4=CC5=C(C=C24)OCO5)OC6C(C(C7C(O6)COC(O7)C8=CC=CS8)O)O. Drug 2: C1=C(C(=O)NC(=O)N1)N(CCCl)CCCl. Cell line: SN12C. Synergy scores: CSS=52.8, Synergy_ZIP=0.540, Synergy_Bliss=-0.184, Synergy_Loewe=2.22, Synergy_HSA=5.08. (3) Drug 1: C1=CN(C(=O)N=C1N)C2C(C(C(O2)CO)O)O.Cl. Drug 2: CC1=C(C=C(C=C1)C(=O)NC2=CC(=CC(=C2)C(F)(F)F)N3C=C(N=C3)C)NC4=NC=CC(=N4)C5=CN=CC=C5. Cell line: EKVX. Synergy scores: CSS=5.75, Synergy_ZIP=-2.69, Synergy_Bliss=0.690, Synergy_Loewe=-1.28, Synergy_HSA=-0.376.